Dataset: Full USPTO retrosynthesis dataset with 1.9M reactions from patents (1976-2016). Task: Predict the reactants needed to synthesize the given product. Given the product [F:4][C:5]1[C:6]([C:7](=[O:8])[CH3:20])=[CH:13][CH:14]=[C:15]([F:17])[N:16]=1, predict the reactants needed to synthesize it. The reactants are: C[Mg]Br.[F:4][C:5]1[N:16]=[C:15]([F:17])[CH:14]=[CH:13][C:6]=1[C:7](N(OC)C)=[O:8].[Cl-].[NH4+].[C:20](OCC)(=O)C.